Task: Predict the product of the given reaction.. Dataset: Forward reaction prediction with 1.9M reactions from USPTO patents (1976-2016) Given the reactants F[C:2]1[CH:9]=[CH:8][C:7]([C:10]2[N:15]=[C:14]([NH:16][C:17]3[CH:22]=[CH:21][C:20]([N:23]4[CH2:28][CH2:27][N:26]([CH:29]5[CH2:32][O:31][CH2:30]5)[CH2:25][CH2:24]4)=[CH:19][CH:18]=3)[N:13]=[CH:12][N:11]=2)=[CH:6][C:3]=1[C:4]#[N:5].[OH:33][C@H:34]1[CH2:38][N:37]([C:39]([O:41]C(C)(C)C)=O)[C@@H:36]([CH3:46])[CH2:35]1.C(O)(=O)[CH2:48][OH:49], predict the reaction product. The product is: [OH:49][CH2:48][C:39]([N:37]1[C@@H:36]([CH3:46])[CH2:35][C@@H:34]([O:33][C:2]2[CH:9]=[CH:8][C:7]([C:10]3[N:15]=[C:14]([NH:16][C:17]4[CH:22]=[CH:21][C:20]([N:23]5[CH2:28][CH2:27][N:26]([CH:29]6[CH2:32][O:31][CH2:30]6)[CH2:25][CH2:24]5)=[CH:19][CH:18]=4)[N:13]=[CH:12][N:11]=3)=[CH:6][C:3]=2[C:4]#[N:5])[CH2:38]1)=[O:41].